Dataset: Full USPTO retrosynthesis dataset with 1.9M reactions from patents (1976-2016). Task: Predict the reactants needed to synthesize the given product. Given the product [CH3:8][O:7][CH2:3][CH2:4][NH:16][C:17]1[CH:25]=[C:24]([C:26]([F:27])([F:28])[F:29])[CH:23]=[CH:22][C:18]=1[C:19]([OH:21])=[O:20], predict the reactants needed to synthesize it. The reactants are: CO[CH:3]([O:7][CH3:8])[CH2:4]OC.FC(F)(F)C(O)=O.[NH2:16][C:17]1[CH:25]=[C:24]([C:26]([F:29])([F:28])[F:27])[CH:23]=[CH:22][C:18]=1[C:19]([OH:21])=[O:20].C(O[BH-](OC(=O)C)OC(=O)C)(=O)C.[Na+].